This data is from Forward reaction prediction with 1.9M reactions from USPTO patents (1976-2016). The task is: Predict the product of the given reaction. (1) Given the reactants [CH2:1]([N:4]([CH2:15][CH:16]=[CH2:17])[CH2:5][C:6]([C:9]1[CH:10]=[N:11][CH:12]=[CH:13][CH:14]=1)=[N:7][OH:8])[CH:2]=[CH2:3], predict the reaction product. The product is: [CH2:15]([N:4]1[CH2:1][CH:2]2[C:6]([C:9]3[CH:10]=[N:11][CH:12]=[CH:13][CH:14]=3)([NH:7][O:8][CH2:3]2)[CH2:5]1)[CH:16]=[CH2:17]. (2) Given the reactants [C:1]([O:4][C@H:5]1[C@H:10]2[CH2:11][C@H:7]([C@@H:8]([C:20]([O:22][CH3:23])=[O:21])[N:9]2[C@@H](C2C=CC=CC=2)C)[CH2:6]1)(=[O:3])[CH3:2].[H][H], predict the reaction product. The product is: [C:1]([O:4][C@H:5]1[C@H:10]2[CH2:11][C@H:7]([C@@H:8]([C:20]([O:22][CH3:23])=[O:21])[NH:9]2)[CH2:6]1)(=[O:3])[CH3:2]. (3) Given the reactants [CH3:1][O:2][C:3]1[CH:11]=[CH:10][C:9]([C:12]2[CH:17]=[CH:16][CH:15]=[C:14]([C:18]([O:20][CH3:21])=[O:19])[CH:13]=2)=[CH:8][C:4]=1[C:5](O)=[O:6].C(N(CC)CC)C.C(Cl)(=O)OCC, predict the reaction product. The product is: [OH:6][CH2:5][C:4]1[CH:8]=[C:9]([C:12]2[CH:13]=[C:14]([CH:15]=[CH:16][CH:17]=2)[C:18]([O:20][CH3:21])=[O:19])[CH:10]=[CH:11][C:3]=1[O:2][CH3:1]. (4) Given the reactants [Cl:1][C:2]1[CH:27]=[CH:26][C:5]([C:6]([C:8]2[CH:9]=[C:10]3[C:15](=[CH:16][CH:17]=2)[NH:14][C:13](=[O:18])[CH:12]=[C:11]3[C:19]2[CH:24]=[CH:23][CH:22]=[C:21]([I:25])[CH:20]=2)=[O:7])=[CH:4][CH:3]=1.C(=O)([O-])[O-].[Cs+].[Cs+].Br[CH2:35][CH:36]1[CH2:38][CH2:37]1, predict the reaction product. The product is: [Cl:1][C:2]1[CH:3]=[CH:4][C:5]([C:6]([C:8]2[CH:9]=[C:10]3[C:15](=[CH:16][CH:17]=2)[N:14]([CH2:35][CH:36]2[CH2:38][CH2:37]2)[C:13](=[O:18])[CH:12]=[C:11]3[C:19]2[CH:24]=[CH:23][CH:22]=[C:21]([I:25])[CH:20]=2)=[O:7])=[CH:26][CH:27]=1. (5) Given the reactants [NH:1]1[CH:5]=[C:4]([CH2:6][C:7]([O:9]C)=O)[CH:3]=[N:2]1.[CH:11]1([O:15][C:16]2[CH:17]=[C:18]([N:24]3[CH2:29][CH2:28][NH:27][C@@H:26]([CH2:30][C:31]4[CH:36]=[CH:35][C:34]([F:37])=[CH:33][CH:32]=4)[CH2:25]3)[CH:19]=[CH:20][C:21]=2[O:22][CH3:23])[CH2:14][CH2:13][CH2:12]1, predict the reaction product. The product is: [CH:11]1([O:15][C:16]2[CH:17]=[C:18]([N:24]3[CH2:29][CH2:28][N:27]([C:7](=[O:9])[CH2:6][C:4]4[CH:5]=[N:1][NH:2][CH:3]=4)[C@@H:26]([CH2:30][C:31]4[CH:32]=[CH:33][C:34]([F:37])=[CH:35][CH:36]=4)[CH2:25]3)[CH:19]=[CH:20][C:21]=2[O:22][CH3:23])[CH2:12][CH2:13][CH2:14]1.